From a dataset of Reaction yield outcomes from USPTO patents with 853,638 reactions. Predict the reaction yield, written as a fraction of the theoretical maximum amount of product (1.0 means a 100% yield; for example, 0.34 means a 34% yield). (1) The yield is 0.990. The catalyst is CC(C)=O.ClCCl. The reactants are [Cl:1][C:2]1[CH:3]=[N:4][N:5]([C:7]2[CH:12]=[C:11]([CH3:13])[C:10]([C:14]3[C:18](=[O:19])[CH2:17][CH:16]([CH2:20][CH2:21][NH:22]C(=O)OC(C)(C)C)[C:15]=3[O:30]C)=[C:9]([CH3:32])[CH:8]=2)[CH:6]=1.Cl. The product is [Cl-:1].[Cl:1][C:2]1[CH:3]=[N:4][N:5]([C:7]2[CH:8]=[C:9]([CH3:32])[C:10]([CH:14]3[C:18](=[O:19])[CH2:17][CH:16]([CH2:20][CH2:21][NH3+:22])[C:15]3=[O:30])=[C:11]([CH3:13])[CH:12]=2)[CH:6]=1. (2) The reactants are [Cl:1][CH2:2][CH2:3][CH2:4][CH:5]1[S:10][C:9]2[CH:11]=[CH:12][CH:13]=[CH:14][C:8]=2[NH:7][S:6]1(=[O:16])=[O:15].N1C=CC=CC=1.[C:23]1(B(O)O)[CH:28]=[CH:27][CH:26]=[CH:25][CH:24]=1. The catalyst is ClCCl.C([O-])(=O)C.[Cu+2].C([O-])(=O)C. The product is [Cl:1][CH2:2][CH2:3][CH2:4][CH:5]1[S:10][C:9]2[CH:11]=[CH:12][CH:13]=[CH:14][C:8]=2[N:7]([C:23]2[CH:28]=[CH:27][CH:26]=[CH:25][CH:24]=2)[S:6]1(=[O:15])=[O:16]. The yield is 0.420. (3) The yield is 0.510. The product is [Br:6][C:7]1[CH:8]=[C:9]([N:13]2[C:21]3[CH2:20][CH2:19][N:18]([S:2]([CH3:1])(=[O:4])=[O:3])[CH2:17][C:16]=3[C:15]([C:22]([O:24][CH2:25][CH3:26])=[O:23])=[N:14]2)[CH:10]=[CH:11][CH:12]=1. The catalyst is ClCCl. The reactants are [CH3:1][S:2](Cl)(=[O:4])=[O:3].[Br:6][C:7]1[CH:8]=[C:9]([N:13]2[C:21]3[CH2:20][CH2:19][NH:18][CH2:17][C:16]=3[C:15]([C:22]([O:24][CH2:25][CH3:26])=[O:23])=[N:14]2)[CH:10]=[CH:11][CH:12]=1.C(N(CC)CC)C.